This data is from Peptide-MHC class II binding affinity with 134,281 pairs from IEDB. The task is: Regression. Given a peptide amino acid sequence and an MHC pseudo amino acid sequence, predict their binding affinity value. This is MHC class II binding data. (1) The peptide sequence is EIDTDGDGFIDFNEF. The MHC is HLA-DPA10103-DPB10201 with pseudo-sequence HLA-DPA10103-DPB10201. The binding affinity (normalized) is 0.440. (2) The peptide sequence is GIEVVWTNTPTKWDNSFLEI. The MHC is DRB1_0301 with pseudo-sequence DRB1_0301. The binding affinity (normalized) is 0.462. (3) The peptide sequence is WGAIWRIDTPEVLKG. The MHC is HLA-DQA10102-DQB10502 with pseudo-sequence HLA-DQA10102-DQB10502. The binding affinity (normalized) is 0.355. (4) The peptide sequence is RYFLMAFANQIHHID. The MHC is H-2-IAb with pseudo-sequence H-2-IAb. The binding affinity (normalized) is 0.684. (5) The peptide sequence is PATPAAPGAGYTPAT. The MHC is DRB1_1302 with pseudo-sequence DRB1_1302. The binding affinity (normalized) is 0. (6) The peptide sequence is QQPPFTEQEQPVLPQ. The MHC is HLA-DQA10201-DQB10202 with pseudo-sequence HLA-DQA10201-DQB10202. The binding affinity (normalized) is 0.307.